The task is: Predict the product of the given reaction.. This data is from Forward reaction prediction with 1.9M reactions from USPTO patents (1976-2016). (1) Given the reactants CO[C:3](=[O:13])[C:4]1[CH:12]=[CH:11][C:7]([C:8]([OH:10])=[O:9])=[CH:6][CH:5]=1.C1N=CN(C(N2C=NC=C2)=O)C=1.O[NH:27][C:28](=[NH:30])[CH3:29], predict the reaction product. The product is: [CH3:29][C:28]1[N:30]=[C:3]([C:4]2[CH:5]=[CH:6][C:7]([C:8]([OH:10])=[O:9])=[CH:11][CH:12]=2)[O:13][N:27]=1. (2) Given the reactants [CH3:1][C:2]1[O:6][C:5]([CH2:7][CH:8]2[CH2:13][CH2:12][N:11]([C:14](=[O:17])[CH:15]=[CH2:16])[CH2:10][CH2:9]2)=[N:4][N:3]=1.Br[C:19]1[C:31]([F:32])=[CH:30][CH:29]=[CH:28][C:20]=1[CH2:21][N:22]1[N:26]=[N:25][C:24]([CH3:27])=[N:23]1, predict the reaction product. The product is: [F:32][C:31]1[CH:30]=[CH:29][CH:28]=[C:20]([CH2:21][N:22]2[N:26]=[N:25][C:24]([CH3:27])=[N:23]2)[C:19]=1/[CH:16]=[CH:15]/[C:14]([N:11]1[CH2:12][CH2:13][CH:8]([CH2:7][C:5]2[O:6][C:2]([CH3:1])=[N:3][N:4]=2)[CH2:9][CH2:10]1)=[O:17]. (3) Given the reactants C(O)(C(F)(F)F)=O.C(OC(=O)[NH:14][C:15]([CH3:44])([CH3:43])[CH2:16][C:17]1[O:21][N:20]=[C:19]([C:22]2[N:26]3[CH:27]=[C:28]([CH3:41])[CH:29]=[C:30]([O:31][CH2:32][C:33]4[C:38]([F:39])=[CH:37][CH:36]=[CH:35][C:34]=4[F:40])[C:25]3=[N:24][C:23]=2[CH3:42])[N:18]=1)(C)(C)C, predict the reaction product. The product is: [F:39][C:38]1[CH:37]=[CH:36][CH:35]=[C:34]([F:40])[C:33]=1[CH2:32][O:31][C:30]1[C:25]2[N:26]([C:22]([C:19]3[N:18]=[C:17]([CH2:16][C:15]([CH3:44])([NH2:14])[CH3:43])[O:21][N:20]=3)=[C:23]([CH3:42])[N:24]=2)[CH:27]=[C:28]([CH3:41])[CH:29]=1.